This data is from Forward reaction prediction with 1.9M reactions from USPTO patents (1976-2016). The task is: Predict the product of the given reaction. (1) Given the reactants [N:1]1[CH:6]=[CH:5][C:4]([N:7]2[CH2:12][CH2:11][CH:10]([C:13](O)=[O:14])[CH2:9][CH2:8]2)=[CH:3][CH:2]=1.B.O1CCCC1, predict the reaction product. The product is: [OH:14][CH2:13][CH:10]1[CH2:9][CH2:8][N:7]([C:4]2[CH:5]=[CH:6][N:1]=[CH:2][CH:3]=2)[CH2:12][CH2:11]1. (2) Given the reactants NC1C=CC(F)=CC=1C(NC)=O.[CH3:13][O:14][C:15]1[CH:16]=[C:17]([CH:27]=[CH:28][C:29]=1[N+:30]([O-])=O)[CH2:18][CH2:19][PH:20](=[O:26])[O:21][CH2:22][CH2:23][O:24][CH3:25], predict the reaction product. The product is: [NH2:30][C:29]1[CH:28]=[CH:27][C:17]([CH2:18][CH2:19][PH:20](=[O:26])[O:21][CH2:22][CH2:23][O:24][CH3:25])=[CH:16][C:15]=1[O:14][CH3:13]. (3) Given the reactants [N:1]([CH:4]([CH3:18])[CH2:5][C:6]1[CH:7]=[C:8]2[C:12](=[C:13]([C:15]([NH2:17])=[O:16])[CH:14]=1)[NH:11][CH2:10][CH2:9]2)=[N+:2]=[N-:3].Br[CH2:20][CH2:21][CH2:22][OH:23].C(=O)([O-])[O-].[K+].[K+], predict the reaction product. The product is: [OH:23][CH2:22][CH2:21][CH2:20][N:11]1[C:12]2[C:8](=[CH:7][C:6]([CH2:5][CH:4]([N:1]=[N+:2]=[N-:3])[CH3:18])=[CH:14][C:13]=2[C:15]([NH2:17])=[O:16])[CH2:9][CH2:10]1.